Dataset: Full USPTO retrosynthesis dataset with 1.9M reactions from patents (1976-2016). Task: Predict the reactants needed to synthesize the given product. (1) Given the product [Br:22][C:21]1[CH:20]=[C:19]([O:23][C:24]([F:26])([F:25])[F:27])[CH:18]=[C:3]2[C:2]=1[NH:1][C:36](=[O:39])[N:6]([CH2:7][C:8]1[CH:13]=[C:12]([Cl:14])[CH:11]=[CH:10][C:9]=1[S:15][CH2:16][CH3:17])[C:4]2=[O:5], predict the reactants needed to synthesize it. The reactants are: [NH2:1][C:2]1[C:21]([Br:22])=[CH:20][C:19]([O:23][C:24]([F:27])([F:26])[F:25])=[CH:18][C:3]=1[C:4]([NH:6][CH2:7][C:8]1[CH:13]=[C:12]([Cl:14])[CH:11]=[CH:10][C:9]=1[S:15][CH2:16][CH3:17])=[O:5].ClC1C(C2OCCO2)=C(OC(F)(F)F)C=C2C=1N[C:36](=[O:39])N(CC1C=C(Cl)C=CC=1S(CC)(=O)=O)C2=O. (2) Given the product [Cl:1][C:2]1[CH:3]=[CH:4][C:5]([C:8]2[N:9]([CH2:23][C@H:24]([OH:29])[C:25]([F:26])([F:28])[F:27])[C:10](=[O:22])[N:11]([CH2:13][C:14]3[N:18]=[C:17]([CH:19]([OH:21])[CH3:20])[N:16]([C:32]4[CH:33]=[CH:34][CH:35]=[CH:36][C:31]=4[Cl:30])[N:15]=3)[N:12]=2)=[CH:6][CH:7]=1, predict the reactants needed to synthesize it. The reactants are: [Cl:1][C:2]1[CH:7]=[CH:6][C:5]([C:8]2[N:9]([CH2:23][C@H:24]([OH:29])[C:25]([F:28])([F:27])[F:26])[C:10](=[O:22])[N:11]([CH2:13][C:14]3[N:18]=[C:17]([CH:19]([OH:21])[CH3:20])[NH:16][N:15]=3)[N:12]=2)=[CH:4][CH:3]=1.[Cl:30][C:31]1[CH:36]=[CH:35][CH:34]=[CH:33][C:32]=1B(O)O.B(O)O. (3) Given the product [CH2:1]([N:8]1[C@@H:16]2[C@H:11]([C@H:12]([CH2:19][C:20]3[CH:25]=[CH:24][C:23]([OH:26])=[C:22]([CH2:28][CH3:29])[CH:21]=3)[CH2:13][S:14](=[O:18])(=[O:17])[CH2:15]2)[O:10][C:9]1=[O:30])[C:2]1[CH:7]=[CH:6][CH:5]=[CH:4][CH:3]=1, predict the reactants needed to synthesize it. The reactants are: [CH2:1]([N:8]1[C@@H:16]2[C@H:11]([C@H:12]([CH2:19][C:20]3[CH:25]=[CH:24][C:23]([O:26]C)=[C:22]([CH2:28][CH3:29])[CH:21]=3)[CH2:13][S:14](=[O:18])(=[O:17])[CH2:15]2)[O:10][C:9]1=[O:30])[C:2]1[CH:7]=[CH:6][CH:5]=[CH:4][CH:3]=1.B(Br)(Br)Br.N. (4) The reactants are: [CH3:1][O:2][C:3](=[O:41])[C:4]1[CH:9]=[CH:8][C:7]([NH:10][C:11]([C@H:13]2[C@H:17]([C:18]3[CH:23]=[CH:22][CH:21]=[C:20]([Cl:24])[C:19]=3[F:25])[C@:16]([C:28]3[CH:33]=[CH:32][C:31]([Cl:34])=[CH:30][C:29]=3[F:35])([C:26]#[N:27])[C@H:15]([CH2:36][C:37]([CH3:40])([CH3:39])[CH3:38])[NH:14]2)=[O:12])=[CH:6][CH:5]=1.C=O.[C:44](O[BH-](OC(=O)C)OC(=O)C)(=O)C.[Na+]. Given the product [CH3:1][O:2][C:3](=[O:41])[C:4]1[CH:9]=[CH:8][C:7]([NH:10][C:11]([C@H:13]2[C@H:17]([C:18]3[CH:23]=[CH:22][CH:21]=[C:20]([Cl:24])[C:19]=3[F:25])[C@:16]([C:28]3[CH:33]=[CH:32][C:31]([Cl:34])=[CH:30][C:29]=3[F:35])([C:26]#[N:27])[C@H:15]([CH2:36][C:37]([CH3:38])([CH3:40])[CH3:39])[N:14]2[CH3:44])=[O:12])=[CH:6][CH:5]=1, predict the reactants needed to synthesize it.